This data is from NCI-60 drug combinations with 297,098 pairs across 59 cell lines. The task is: Regression. Given two drug SMILES strings and cell line genomic features, predict the synergy score measuring deviation from expected non-interaction effect. (1) Drug 1: C1C(C(OC1N2C=C(C(=O)NC2=O)F)CO)O. Drug 2: C1=NC2=C(N=C(N=C2N1C3C(C(C(O3)CO)O)F)Cl)N. Cell line: NCI-H460. Synergy scores: CSS=37.3, Synergy_ZIP=-1.37, Synergy_Bliss=0.420, Synergy_Loewe=-27.7, Synergy_HSA=-1.89. (2) Drug 1: CC1C(C(CC(O1)OC2CC(CC3=C2C(=C4C(=C3O)C(=O)C5=C(C4=O)C(=CC=C5)OC)O)(C(=O)C)O)N)O.Cl. Drug 2: CNC(=O)C1=NC=CC(=C1)OC2=CC=C(C=C2)NC(=O)NC3=CC(=C(C=C3)Cl)C(F)(F)F. Cell line: TK-10. Synergy scores: CSS=31.5, Synergy_ZIP=-9.86, Synergy_Bliss=0.285, Synergy_Loewe=-9.97, Synergy_HSA=0.572. (3) Cell line: MCF7. Drug 1: CN(C)N=NC1=C(NC=N1)C(=O)N. Synergy scores: CSS=8.16, Synergy_ZIP=0.408, Synergy_Bliss=-1.16, Synergy_Loewe=-16.7, Synergy_HSA=-2.29. Drug 2: C1=CC(=CC=C1CC(C(=O)O)N)N(CCCl)CCCl.Cl. (4) Drug 1: C1=C(C(=O)NC(=O)N1)N(CCCl)CCCl. Drug 2: COC1=C2C(=CC3=C1OC=C3)C=CC(=O)O2. Cell line: K-562. Synergy scores: CSS=38.4, Synergy_ZIP=0.209, Synergy_Bliss=0.661, Synergy_Loewe=-2.91, Synergy_HSA=0.277. (5) Drug 1: CN(C)N=NC1=C(NC=N1)C(=O)N. Drug 2: C1CC(=O)NC(=O)C1N2C(=O)C3=CC=CC=C3C2=O. Cell line: MALME-3M. Synergy scores: CSS=-1.14, Synergy_ZIP=0.291, Synergy_Bliss=0.597, Synergy_Loewe=-2.39, Synergy_HSA=-1.78. (6) Drug 1: C1=NC2=C(N1)C(=S)N=C(N2)N. Drug 2: CC1=C2C(C(=O)C3(C(CC4C(C3C(C(C2(C)C)(CC1OC(=O)C(C(C5=CC=CC=C5)NC(=O)C6=CC=CC=C6)O)O)OC(=O)C7=CC=CC=C7)(CO4)OC(=O)C)O)C)OC(=O)C. Cell line: A498. Synergy scores: CSS=23.8, Synergy_ZIP=-7.34, Synergy_Bliss=-5.77, Synergy_Loewe=-12.8, Synergy_HSA=-3.89.